This data is from Forward reaction prediction with 1.9M reactions from USPTO patents (1976-2016). The task is: Predict the product of the given reaction. (1) Given the reactants [CH3:1][C:2]1[C:3]([C:11]2[S:15][C:14]([C:16]([OH:18])=O)=[CH:13][CH:12]=2)=[N:4][O:5][C:6]=1[C:7]([F:10])([F:9])[F:8].NC1C=CN=CC=1Cl.C1COCC1.[N:32]12[CH2:40][CH2:39][CH2:38][C@H:37]1[CH2:36][NH:35][CH2:34][CH2:33]2, predict the reaction product. The product is: [CH2:36]1[N:35]([C:16]([C:14]2[S:15][C:11]([C:3]3[C:2]([CH3:1])=[C:6]([C:7]([F:8])([F:9])[F:10])[O:5][N:4]=3)=[CH:12][CH:13]=2)=[O:18])[CH2:34][CH2:33][N:32]2[CH2:40][CH2:39][CH2:38][C@@H:37]12. (2) Given the reactants [CH:1]1([NH:4][C:5](=[O:26])[C:6]2[CH:11]=[CH:10][C:9]([CH3:12])=[C:8]([NH:13][C:14]3[CH:15]=[C:16]4[C:20](=[CH:21][CH:22]=3)[C:19](=[O:23])[C:18]([CH3:25])([CH3:24])[CH2:17]4)[CH:7]=2)[CH2:3][CH2:2]1.[CH3:27][O:28][CH2:29][C:30](Cl)=[O:31], predict the reaction product. The product is: [CH:1]1([NH:4][C:5](=[O:26])[C:6]2[CH:11]=[CH:10][C:9]([CH3:12])=[C:8]([N:13]([C:14]3[CH:15]=[C:16]4[C:20](=[CH:21][CH:22]=3)[C:19](=[O:23])[C:18]([CH3:24])([CH3:25])[CH2:17]4)[C:30](=[O:31])[CH2:29][O:28][CH3:27])[CH:7]=2)[CH2:2][CH2:3]1. (3) Given the reactants [K+].[Br:2][C:3]1[CH:8]=[CH:7][C:6]([CH:9]([C:19]2[CH:24]=[CH:23][CH:22]=[CH:21][N:20]=2)[O:10][CH:11]([CH2:15][CH:16]([CH3:18])[CH3:17])[C:12]([O-:14])=O)=[CH:5][CH:4]=1.Cl.[NH2:26][CH2:27][C:28]#[N:29], predict the reaction product. The product is: [Br:2][C:3]1[CH:4]=[CH:5][C:6]([CH:9]([C:19]2[CH:24]=[CH:23][CH:22]=[CH:21][N:20]=2)[O:10][CH:11]([CH2:15][CH:16]([CH3:18])[CH3:17])[C:12]([NH:29][CH2:28][C:27]#[N:26])=[O:14])=[CH:7][CH:8]=1. (4) Given the reactants Cl[C:2]1[C:3]([C:9]2[CH:14]=[CH:13][C:12]([Cl:15])=[CH:11][CH:10]=2)=[CH:4][C:5]([F:8])=[N:6][CH:7]=1.[Cl:16][C:17]1[CH:22]=[CH:21][CH:20]=[CH:19][C:18]=1B(O)O.ClC1C=CC=CC=1C1C(C2C=CC(Cl)=CC=2)=CC2N(C(=O)N(CC3C=NC(C(F)(F)F)=CC=3)N=2)C=1C, predict the reaction product. The product is: [Cl:16][C:17]1[CH:22]=[CH:21][CH:20]=[CH:19][C:18]=1[C:2]1[C:3]([C:9]2[CH:14]=[CH:13][C:12]([Cl:15])=[CH:11][CH:10]=2)=[CH:4][C:5]([F:8])=[N:6][CH:7]=1. (5) The product is: [Cl:1][C:2]1[C:3]2[CH2:16][C:15](=[O:18])[NH:10][C:9](=[O:21])[CH2:8][C:4]=2[CH:5]=[CH:6][CH:7]=1. Given the reactants [Cl:1][C:2]1[C:3](CC#N)=[C:4]([CH2:8][C:9]#[N:10])[CH:5]=[CH:6][CH:7]=1.Br.[C:15]([OH:18])(=O)[CH3:16].C([O:21]CC)C.CC(C)=O, predict the reaction product. (6) Given the reactants [CH3:1][O:2][C:3]1[CH:10]=[CH:9][CH:8]=[CH:7][C:4]=1[CH:5]=O.[NH2:11][C:12]1[CH:16]=[CH:15][NH:14][N:13]=1.[C:17]([CH2:25][C:26]([O:28][CH2:29][CH3:30])=[O:27])(=O)[C:18]1[CH:23]=[CH:22][CH:21]=[CH:20][CH:19]=1, predict the reaction product. The product is: [CH3:1][O:2][C:3]1[CH:10]=[CH:9][CH:8]=[CH:7][C:4]=1[CH:5]1[C:25]([C:26]([O:28][CH2:29][CH3:30])=[O:27])=[C:17]([C:18]2[CH:19]=[CH:20][CH:21]=[CH:22][CH:23]=2)[NH:11][C:12]2=[N:13][NH:14][CH:15]=[C:16]12. (7) Given the reactants Cl.[NH2:2]O.O/[CH:5]=[C:6]1/[CH2:7][C:8]2([C:27]3[CH:32]=[CH:31][CH:30]=[CH:29][CH:28]=3)[C:16]3[C:12](=[C:13]([C:17]4[CH:22]=[CH:21][CH:20]=[CH:19][CH:18]=4)[NH:14][N:15]=3)[CH2:11][CH2:10][CH:9]2[CH:23]([CH3:26])[C:24]/1=[O:25], predict the reaction product. The product is: [CH3:26][CH:23]1[C:24]2[O:25][N:2]=[CH:5][C:6]=2[CH2:7][C:8]2([C:27]3[CH:32]=[CH:31][CH:30]=[CH:29][CH:28]=3)[C:16]3[C:12]([CH2:11][CH2:10][CH:9]12)=[C:13]([C:17]1[CH:18]=[CH:19][CH:20]=[CH:21][CH:22]=1)[NH:14][N:15]=3. (8) The product is: [C:11]([C:13]1([NH:16][C:17]([C@H:19]2[CH2:23][C@H:22]([S:24]([C:27]3[CH:32]=[CH:31][C:30]([C:4]4[CH:5]=[CH:6][N:1]=[C:2]([CH3:10])[CH:3]=4)=[CH:29][C:28]=3[C:34]([F:37])([F:35])[F:36])(=[O:25])=[O:26])[CH2:21][C@@H:20]2[O:38][CH:39]2[CH2:40][CH2:41][S:42](=[O:46])(=[O:45])[CH2:43][CH2:44]2)=[O:18])[CH2:14][CH2:15]1)#[N:12]. Given the reactants [N:1]1[CH:6]=[CH:5][C:4](B(O)O)=[CH:3][C:2]=1[CH3:10].[C:11]([C:13]1([NH:16][C:17]([C@H:19]2[CH2:23][C@H:22]([S:24]([C:27]3[CH:32]=[CH:31][C:30](Br)=[CH:29][C:28]=3[C:34]([F:37])([F:36])[F:35])(=[O:26])=[O:25])[CH2:21][C@@H:20]2[O:38][CH:39]2[CH2:44][CH2:43][S:42](=[O:46])(=[O:45])[CH2:41][CH2:40]2)=[O:18])[CH2:15][CH2:14]1)#[N:12].C(C1(NC([C@H]2C[C@H](S(C3C=CC(Br)=CC=3C(F)(F)F)(=O)=O)C[C@@H]2OC)=O)CC1)#N, predict the reaction product. (9) Given the reactants [CH3:1][C:2]([O:5][C:6]([NH:8][C@H:9]([C:14](=[O:23])[O:15][CH2:16][C:17]1[CH:22]=[CH:21][CH:20]=[CH:19][CH:18]=1)[CH2:10][C:11]([OH:13])=[O:12])=[O:7])([CH3:4])[CH3:3].[CH2:24](Cl)[CH2:25]Cl.CCO.C([O-])(O)=O.[Na+], predict the reaction product. The product is: [CH3:4][C:2]([O:5][C:6]([NH:8][C@H:9]([C:14]([O:15][CH2:16][C:17]1[CH:18]=[CH:19][CH:20]=[CH:21][CH:22]=1)=[O:23])[CH2:10][C:11]([O:13][CH2:24][CH3:25])=[O:12])=[O:7])([CH3:1])[CH3:3]. (10) Given the reactants C[O:2][C:3](=[O:38])[C@@H:4]([NH:8][C:9](=[O:37])[CH2:10][C:11]1[C:19]2[C:14](=[CH:15][CH:16]=[CH:17][CH:18]=2)[NH:13][C:12]=1[C:20]1[CH:25]=[CH:24][C:23]([Cl:26])=[C:22]([S:27](=[O:36])(=[O:35])[NH:28][CH:29]2[CH2:34][CH2:33][CH2:32][CH2:31][CH2:30]2)[CH:21]=1)[CH:5]([CH3:7])[CH3:6].[OH-].[Li+], predict the reaction product. The product is: [Cl:26][C:23]1[CH:24]=[CH:25][C:20]([C:12]2[NH:13][C:14]3[C:19]([C:11]=2[CH2:10][C:9]([NH:8][C@@H:4]([CH:5]([CH3:6])[CH3:7])[C:3]([OH:38])=[O:2])=[O:37])=[CH:18][CH:17]=[CH:16][CH:15]=3)=[CH:21][C:22]=1[S:27](=[O:36])(=[O:35])[NH:28][CH:29]1[CH2:30][CH2:31][CH2:32][CH2:33][CH2:34]1.